This data is from Forward reaction prediction with 1.9M reactions from USPTO patents (1976-2016). The task is: Predict the product of the given reaction. (1) Given the reactants [N:1]1([C:5]([C:7]2[CH:28]=[CH:27][C:10]([O:11][C:12]3[CH:13]=[C:14]([CH:18]=[C:19]([O:21][C@@H:22]([CH3:26])[CH2:23][O:24][CH3:25])[CH:20]=3)[C:15]([OH:17])=O)=[C:9]([F:29])[CH:8]=2)=[O:6])[CH2:4][CH2:3][CH2:2]1.CN(C(O[N:38]1[N:46]=N[C:40]2[CH:41]=CC=[N:44][C:39]1=2)=[N+](C)C)C.F[P-](F)(F)(F)(F)F.NC1C=CN(C(OC(C)(C)C)=O)N=1.CCN(C(C)C)C(C)C.FC(F)(F)C(O)=O.C(=O)([O-])[O-].[Na+].[Na+], predict the reaction product. The product is: [N:1]1([C:5]([C:7]2[CH:28]=[CH:27][C:10]([O:11][C:12]3[CH:13]=[C:14]([CH:18]=[C:19]([O:21][C@@H:22]([CH3:26])[CH2:23][O:24][CH3:25])[CH:20]=3)[C:15]([NH:44][C:39]3[CH:40]=[CH:41][NH:46][N:38]=3)=[O:17])=[C:9]([F:29])[CH:8]=2)=[O:6])[CH2:2][CH2:3][CH2:4]1. (2) Given the reactants [CH2:1]([O:8][C:9]1[N:14]=[N:13][C:12]([C:15]#[C:16][C:17]2[CH:24]=[CH:23][CH:22]=[CH:21][C:18]=2C=O)=[CH:11][CH:10]=1)[C:2]1[CH:7]=[CH:6][CH:5]=[CH:4][CH:3]=1.CN([CH:28]=[O:29])C, predict the reaction product. The product is: [CH2:1]([O:8][C:9]1[N:14]=[N:13][C:12]([CH2:15][CH2:16][C:17]2[CH:18]=[C:21]([CH:22]=[CH:23][CH:24]=2)[CH:28]=[O:29])=[CH:11][CH:10]=1)[C:2]1[CH:3]=[CH:4][CH:5]=[CH:6][CH:7]=1. (3) Given the reactants [Cl:1][C:2]1[CH:3]=[C:4]([N+:9]([O-:11])=[O:10])[C:5]([OH:8])=[N:6][CH:7]=1.[CH:12]1[CH:17]=CC(COC(/N=N/C(OCC2C=CC=CC=2)=O)=O)=C[CH:13]=1.C1(P(C2C=CC=CC=2)C2C=CC=CC=2)C=CC=CC=1.C(O)C=C, predict the reaction product. The product is: [CH2:17]([O:8][C:5]1[C:4]([N+:9]([O-:11])=[O:10])=[CH:3][C:2]([Cl:1])=[CH:7][N:6]=1)[CH:12]=[CH2:13]. (4) Given the reactants [N+:1]([C:4]1[CH:12]=[C:11]2[C:7]([C:8]([Sn](C)(C)C)=[N:9][N:10]2[CH2:13][O:14][CH2:15][CH2:16][Si:17]([CH3:20])([CH3:19])[CH3:18])=[CH:6][CH:5]=1)([O-:3])=[O:2].I[N:26]1[C:30]2[CH:31]=[CH:32][CH:33]=[CH:34][C:29]=2[N:28]([CH2:35][O:36][CH2:37][CH2:38][Si:39]([CH3:42])([CH3:41])[CH3:40])[CH2:27]1, predict the reaction product. The product is: [N+:1]([C:4]1[CH:12]=[C:11]2[C:7]([C:8]([C:27]3[N:28]([CH2:35][O:36][CH2:37][CH2:38][Si:39]([CH3:41])([CH3:42])[CH3:40])[C:29]4[CH:34]=[CH:33][CH:32]=[CH:31][C:30]=4[N:26]=3)=[N:9][N:10]2[CH2:13][O:14][CH2:15][CH2:16][Si:17]([CH3:20])([CH3:19])[CH3:18])=[CH:6][CH:5]=1)([O-:3])=[O:2]. (5) Given the reactants [CH:1]1([C:4]2[CH:5]=[CH:6][CH:7]=[C:8]3[C:13]=2[N:12]=[C:11]([C:14]([F:23])([F:22])[C:15]2[CH:20]=[CH:19][C:18]([F:21])=[CH:17][N:16]=2)[N:10]=[C:9]3O)[CH2:3][CH2:2]1.P(Br)(Br)(Br)=O.CCN(C(C)C)C(C)C.[CH3:39][C:40]1[NH:44][N:43]=[C:42]([NH2:45])[CH:41]=1, predict the reaction product. The product is: [CH:1]1([C:4]2[CH:5]=[CH:6][CH:7]=[C:8]3[C:13]=2[N:12]=[C:11]([C:14]([F:23])([F:22])[C:15]2[CH:20]=[CH:19][C:18]([F:21])=[CH:17][N:16]=2)[N:10]=[C:9]3[NH:45][C:42]2[CH:41]=[C:40]([CH3:39])[NH:44][N:43]=2)[CH2:3][CH2:2]1. (6) Given the reactants [CH3:1][N:2](C)C=O.Cl[C:7]1[C:12]([CH3:13])=[C:11]([C:14]2[CH:19]=[CH:18][CH:17]=[CH:16][CH:15]=2)[N:10]=[C:9]([CH3:20])[N:8]=1, predict the reaction product. The product is: [CH3:20][C:9]1[N:8]=[C:7]([C:1]#[N:2])[C:12]([CH3:13])=[C:11]([C:14]2[CH:19]=[CH:18][CH:17]=[CH:16][CH:15]=2)[N:10]=1. (7) The product is: [N+:8]([C:7]1[CH:6]=[CH:5][N:4]=[CH:3][C:2]=1[N:24]1[CH2:23][CH2:22][CH2:21][CH:20]([NH:19][C:17](=[O:18])[O:16][C:13]([CH3:14])([CH3:12])[CH3:15])[CH2:25]1)([O-:10])=[O:9]. Given the reactants Br[C:2]1[CH:3]=[N+:4]([O-])[CH:5]=[CH:6][C:7]=1[N+:8]([O-:10])=[O:9].[CH3:12][C:13]([O:16][C:17]([NH:19][CH:20]1[CH2:25][NH:24][CH2:23][CH2:22][CH2:21]1)=[O:18])([CH3:15])[CH3:14].C(N(C(C)C)CC)(C)C, predict the reaction product. (8) Given the reactants [C:1]([O:5][C:6]([N:8]1[CH2:28][CH2:27][C:11]2([NH:15][C:14](=[O:16])[N:13]([CH2:17][C:18]3[CH:23]=[CH:22][C:21]([O:24][CH3:25])=[CH:20][CH:19]=3)[C:12]2=[O:26])[CH2:10][CH2:9]1)=[O:7])([CH3:4])([CH3:3])[CH3:2].[H-].[Na+].I[CH3:32], predict the reaction product. The product is: [C:1]([O:5][C:6]([N:8]1[CH2:28][CH2:27][C:11]2([N:15]([CH3:32])[C:14](=[O:16])[N:13]([CH2:17][C:18]3[CH:19]=[CH:20][C:21]([O:24][CH3:25])=[CH:22][CH:23]=3)[C:12]2=[O:26])[CH2:10][CH2:9]1)=[O:7])([CH3:4])([CH3:2])[CH3:3]. (9) Given the reactants [OH:1][C:2]([C:4]([F:7])([F:6])[F:5])=[O:3].[F:8][C:9]1[CH:35]=[C:34]([F:36])[CH:33]=[CH:32][C:10]=1[O:11][CH:12]1[CH2:17][CH2:16][N:15]([C:18]2[N:23]=[C:22]3[CH2:24][NH:25][CH2:26][CH2:27][C:21]3=[N:20][C:19]=2[NH:28][CH:29]([CH3:31])[CH3:30])[CH2:14][CH2:13]1.[O:37]1[CH2:41][CH2:40][CH2:39][CH:38]1[C:42](O)=[O:43].CN(C(ON1N=NC2C=CC=NC1=2)=[N+](C)C)C.F[P-](F)(F)(F)(F)F.CCN(C(C)C)C(C)C, predict the reaction product. The product is: [F:8][C:9]1[CH:35]=[C:34]([F:36])[CH:33]=[CH:32][C:10]=1[O:11][CH:12]1[CH2:13][CH2:14][N:15]([C:18]2[N:23]=[C:22]3[CH2:24][N:25]([C:42]([CH:38]4[CH2:39][CH2:40][CH2:41][O:37]4)=[O:43])[CH2:26][CH2:27][C:21]3=[N:20][C:19]=2[NH:28][CH:29]([CH3:31])[CH3:30])[CH2:16][CH2:17]1.[C:2]([OH:3])([C:4]([F:7])([F:6])[F:5])=[O:1].